Predict the reaction yield, written as a fraction of the theoretical maximum amount of product (1.0 means a 100% yield; for example, 0.34 means a 34% yield). From a dataset of Reaction yield outcomes from USPTO patents with 853,638 reactions. The reactants are [CH3:1][O:2][C:3]([C:5]1[C:6]2[CH:7]=[CH:8][N:9]([CH:15]([CH3:17])[CH3:16])[C:10]=2[CH:11]=[C:12]([OH:14])[CH:13]=1)=[O:4].[CH3:18][N:19]([CH3:23])[CH2:20][CH2:21]O.C1C=CC(P(C2C=CC=CC=2)C2C=CC=CC=2)=CC=1.CCOC(/N=N/C(OCC)=O)=O. The catalyst is C1COCC1. The product is [CH3:1][O:2][C:3]([C:5]1[C:6]2[CH:7]=[CH:8][N:9]([CH:15]([CH3:17])[CH3:16])[C:10]=2[CH:11]=[C:12]([O:14][CH2:21][CH2:20][N:19]([CH3:23])[CH3:18])[CH:13]=1)=[O:4]. The yield is 0.600.